This data is from Forward reaction prediction with 1.9M reactions from USPTO patents (1976-2016). The task is: Predict the product of the given reaction. (1) Given the reactants [C:1](OC)(=O)[CH2:2][CH2:3][CH2:4][CH2:5][CH2:6][CH2:7][CH2:8]/[CH:9]=[CH:10]\[CH2:11][CH2:12][CH2:13][CH2:14][CH2:15][CH2:16][CH2:17][CH3:18].[NH2:22][CH2:23][CH:24]([OH:27])[CH2:25][OH:26], predict the reaction product. The product is: [CH2:1]([NH:22][CH2:23][CH:24]([OH:27])[CH2:25][OH:26])[CH2:2][CH2:3][CH2:4][CH2:5][CH2:6][CH2:7][CH2:8]/[CH:9]=[CH:10]\[CH2:11][CH2:12][CH2:13][CH2:14][CH2:15][CH2:16][CH2:17][CH3:18]. (2) Given the reactants Br[C:2]1[CH:3]=[CH:4][C:5]([CH2:9][N:10]2[CH2:15][CH2:14][O:13][CH2:12][CH2:11]2)=[N:6][C:7]=1[F:8].B1(B2OC(C)(C)C(C)(C)O2)OC(C)(C)C(C)(C)O1.C([O-])(=O)C.[K+].Cl[C:40]1[N:45]=[C:44]([CH3:46])[N:43]=[C:42]([N:47]([CH2:57][C:58]2[CH:63]=[CH:62][C:61]([O:64][CH3:65])=[CH:60][CH:59]=2)[CH2:48][C:49]2[CH:54]=[CH:53][C:52]([O:55][CH3:56])=[CH:51][CH:50]=2)[N:41]=1, predict the reaction product. The product is: [F:8][C:7]1[C:2]([C:40]2[N:45]=[C:44]([CH3:46])[N:43]=[C:42]([N:47]([CH2:48][C:49]3[CH:50]=[CH:51][C:52]([O:55][CH3:56])=[CH:53][CH:54]=3)[CH2:57][C:58]3[CH:59]=[CH:60][C:61]([O:64][CH3:65])=[CH:62][CH:63]=3)[N:41]=2)=[CH:3][CH:4]=[C:5]([CH2:9][N:10]2[CH2:15][CH2:14][O:13][CH2:12][CH2:11]2)[N:6]=1. (3) Given the reactants [CH3:1][O:2][C:3]([C:5]1[CH:10]=[CH:9][C:8]([C:11]2[CH:16]=[CH:15][C:14]([O:17]C)=[CH:13][C:12]=2[Br:19])=[CH:7][CH:6]=1)=[O:4].B(Br)(Br)Br, predict the reaction product. The product is: [CH3:1][O:2][C:3]([C:5]1[CH:10]=[CH:9][C:8]([C:11]2[CH:16]=[CH:15][C:14]([OH:17])=[CH:13][C:12]=2[Br:19])=[CH:7][CH:6]=1)=[O:4]. (4) Given the reactants [CH:1]1([S:4]([NH:7][C:8](=[O:14])[O:9][C:10]([CH3:13])([CH3:12])[CH3:11])(=[O:6])=[O:5])[CH2:3][CH2:2]1.C([Li])CCC.[CH2:20]=[O:21], predict the reaction product. The product is: [OH:21][CH2:20][C:1]1([S:4]([NH:7][C:8](=[O:14])[O:9][C:10]([CH3:11])([CH3:13])[CH3:12])(=[O:6])=[O:5])[CH2:2][CH2:3]1. (5) Given the reactants [C:1]([O:5][C:6]([N:8]([CH2:21][CH:22]1[CH2:24][CH2:23]1)[C@@H:9]1[CH2:11][C@H:10]1[C:12]1[CH:13]=[C:14]([CH:18]=[CH:19][CH:20]=1)[C:15]([OH:17])=O)=[O:7])([CH3:4])([CH3:3])[CH3:2].[CH2:25]([N:27]1[CH:31]=[C:30]([NH2:32])[CH:29]=[N:28]1)[CH3:26].F[P-](F)(F)(F)(F)F.N1(OC(N(C)C)=[N+](C)C)C2N=CC=CC=2N=N1.C(N(CC)CC)C, predict the reaction product. The product is: [CH:22]1([CH2:21][N:8]([C@@H:9]2[CH2:11][C@H:10]2[C:12]2[CH:20]=[CH:19][CH:18]=[C:14]([C:15](=[O:17])[NH:32][C:30]3[CH:29]=[N:28][N:27]([CH2:25][CH3:26])[CH:31]=3)[CH:13]=2)[C:6](=[O:7])[O:5][C:1]([CH3:4])([CH3:2])[CH3:3])[CH2:23][CH2:24]1.